From a dataset of Reaction yield outcomes from USPTO patents with 853,638 reactions. Predict the reaction yield, written as a fraction of the theoretical maximum amount of product (1.0 means a 100% yield; for example, 0.34 means a 34% yield). The reactants are [CH2:1]([Si:3](Cl)([CH2:6][CH3:7])[CH2:4][CH3:5])[CH3:2].N1C=CN=C1.[O:14]1[CH:18]=[CH:17][CH:16]=[C:15]1[C@@H:19]1[NH:22][C:21](=[O:23])[C@@:20]1([OH:25])[CH3:24].C(OCC)(=O)C.CCCCC. The catalyst is CN(C=O)C. The product is [O:14]1[CH:18]=[CH:17][CH:16]=[C:15]1[C@@H:19]1[NH:22][C:21](=[O:23])[C@@:20]1([O:25][Si:3]([CH2:6][CH3:7])([CH2:4][CH3:5])[CH2:1][CH3:2])[CH3:24]. The yield is 0.670.